From a dataset of Forward reaction prediction with 1.9M reactions from USPTO patents (1976-2016). Predict the product of the given reaction. (1) Given the reactants [N:1]([C:4]1[CH:5]=[N:6][CH:7]=[CH:8][CH:9]=1)=[N+:2]=[N-:3].[C:10]([C:12]1[N:17]=[C:16]([C:18]2[N:23]=[CH:22][CH:21]=[CH:20][N:19]=2)[CH:15]=[CH:14][CH:13]=1)#[CH:11].[Na].O=C1O[C@H]([C@H](CO)O)C(O)=C1O, predict the reaction product. The product is: [N:6]1[CH:7]=[CH:8][CH:9]=[C:4]([N:1]2[CH:11]=[C:10]([C:12]3[N:17]=[C:16]([C:18]4[N:23]=[CH:22][CH:21]=[CH:20][N:19]=4)[CH:15]=[CH:14][CH:13]=3)[N:3]=[N:2]2)[CH:5]=1. (2) Given the reactants O=C1C2C(=CC=CC=2)C(=O)[N:3]1[CH2:12][CH2:13][C:14]1[CH:15]=[C:16]([NH:24][C:25](=[O:31])[O:26][C:27]([CH3:30])([CH3:29])[CH3:28])[CH:17]=[C:18]([C:20]([F:23])([F:22])[F:21])[CH:19]=1.O.NN, predict the reaction product. The product is: [NH2:3][CH2:12][CH2:13][C:14]1[CH:15]=[C:16]([NH:24][C:25](=[O:31])[O:26][C:27]([CH3:29])([CH3:28])[CH3:30])[CH:17]=[C:18]([C:20]([F:23])([F:22])[F:21])[CH:19]=1. (3) Given the reactants N.F[C:3](F)(F)[C:4]([NH:6][CH2:7][CH2:8][CH2:9][N:10]([CH3:28])[CH2:11][CH2:12][CH2:13][NH:14][C:15]1[N:16]=[N+:17]([O-:27])[C:18]2[CH:25]=[C:24]([CH3:26])[CH:23]=[CH:22][C:19]=2[N+:20]=1[O-:21])=[O:5].N1(C([C:38]2[C:51]3[C:42](=[N:43][C:44]4[C:49]([N:50]=3)=C[CH:47]=[CH:46][CH:45]=4)[CH:41]=[CH:40][CH:39]=2)=O)C=CN=C1, predict the reaction product. The product is: [CH3:28][N:10]([CH2:11][CH2:12][CH2:13][NH:14][C:15]1[N:16]=[N+:17]([O-:27])[C:18]2[CH:25]=[C:24]([CH3:26])[CH:23]=[CH:22][C:19]=2[N+:20]=1[O-:21])[CH2:9][CH2:8][CH2:7][NH:6][C:4]([C:3]1[C:49]2[C:44](=[N:43][C:42]3[C:51]([N:50]=2)=[CH:38][CH:39]=[CH:40][CH:41]=3)[CH:45]=[CH:46][CH:47]=1)=[O:5]. (4) Given the reactants [CH:1]1([CH2:4][CH2:5][N:6]2[C:11](=[O:12])[CH2:10][C:9](=[O:13])[N:8]([CH2:14][CH2:15][CH:16]3[CH2:18][CH2:17]3)[C:7]2=[O:19])[CH2:3][CH2:2]1.C(N(C(C)C)CC)(C)C.[N:29]([CH2:32][C:33]([O:35]CC)=[O:34])=[C:30]=[O:31], predict the reaction product. The product is: [CH:16]1([CH2:15][CH2:14][N:8]2[C:9]([OH:13])=[C:10]([C:30]([NH:29][CH2:32][C:33]([OH:35])=[O:34])=[O:31])[C:11](=[O:12])[N:6]([CH2:5][CH2:4][CH:1]3[CH2:2][CH2:3]3)[C:7]2=[O:19])[CH2:18][CH2:17]1. (5) Given the reactants [O-:1][CH2:2][CH3:3].[Na+].Cl[C:6]1[N:14]=[C:13](Cl)[CH:12]=[CH:11][C:7]=1[C:8]([OH:10])=[O:9].[CH2:16]([OH:18])[CH3:17], predict the reaction product. The product is: [CH2:2]([O:1][C:6]1[N:14]=[C:13]([O:18][CH2:16][CH3:17])[CH:12]=[CH:11][C:7]=1[C:8]([OH:10])=[O:9])[CH3:3]. (6) Given the reactants [N:1]1[C:2]([C:10]2[C:11]([NH2:17])=[N:12][CH:13]=[C:14]([Br:16])[N:15]=2)=[N:3][N:4]2[CH:9]=[CH:8][CH:7]=[CH:6][C:5]=12.[CH3:18][C:19]([O:22][C:23](O[C:23]([O:22][C:19]([CH3:21])([CH3:20])[CH3:18])=[O:24])=[O:24])([CH3:21])[CH3:20], predict the reaction product. The product is: [C:19]([O:22][C:23]([N:17]([C:11]1[C:10]([C:2]2[N:1]=[C:5]3[CH:6]=[CH:7][CH:8]=[CH:9][N:4]3[N:3]=2)=[N:15][C:14]([Br:16])=[CH:13][N:12]=1)[C:23](=[O:24])[O:22][C:19]([CH3:21])([CH3:20])[CH3:18])=[O:24])([CH3:21])([CH3:20])[CH3:18]. (7) Given the reactants C([CH2:8][C:9]([NH2:14])([CH3:13])[C:10]([OH:12])=O)(OC(C)(C)C)=O.C1N=CN(C(N2C=NC=C2)=O)C=1.[NH2:27][C:28]1[N:33]=[CH:32][C:31]([C:34]2[N:35]=[C:36]([N:47]3[CH2:52][CH2:51][O:50][CH2:49][CH2:48]3)[C:37]3[S:42][C:41]([C:43](=[N:45]O)[NH2:44])=[CH:40][C:38]=3[N:39]=2)=[CH:30][N:29]=1, predict the reaction product. The product is: [NH2:14][C:9]([C:10]1[O:12][N:44]=[C:43]([C:41]2[S:42][C:37]3[C:36]([N:47]4[CH2:52][CH2:51][O:50][CH2:49][CH2:48]4)=[N:35][C:34]([C:31]4[CH:32]=[N:33][C:28]([NH2:27])=[N:29][CH:30]=4)=[N:39][C:38]=3[CH:40]=2)[N:45]=1)([CH3:8])[CH3:13].